Task: Predict the product of the given reaction.. Dataset: Forward reaction prediction with 1.9M reactions from USPTO patents (1976-2016) (1) Given the reactants [C:1]([O:5][C:6]([N:8]1[CH2:12][CH2:11][CH2:10][C@H:9]1[CH:13]=[CH:14][C:15]([O:17][CH2:18][CH3:19])=[O:16])=[O:7])([CH3:4])([CH3:3])[CH3:2].CCS.[H-].[Na+], predict the reaction product. The product is: [C:1]([O:5][C:6]([N:8]1[CH2:12][CH2:11][CH2:10][CH:9]1[CH:13]=[CH:14][C:15]([O:17][CH2:18][CH3:19])=[O:16])=[O:7])([CH3:4])([CH3:3])[CH3:2]. (2) The product is: [O:15]1[CH2:16][CH2:17][N:12]([C:4]2[C:5]3[S:10][C:9]([C:18]4[CH:23]=[CH:22][CH:21]=[CH:20][CH:19]=4)=[CH:8][C:6]=3[N:7]=[C:2]([C:35]3[CH:36]=[C:37]4[CH:43]=[CH:42][NH:41][C:38]4=[N:39][CH:40]=3)[N:3]=2)[CH2:13][CH2:14]1. Given the reactants Cl[C:2]1[N:3]=[C:4]([N:12]2[CH2:17][CH2:16][O:15][CH2:14][CH2:13]2)[C:5]2[S:10][C:9](I)=[CH:8][C:6]=2[N:7]=1.[C:18]1(B(O)O)[CH:23]=[CH:22][CH:21]=[CH:20][CH:19]=1.CC1(C)C(C)(C)OB([C:35]2[CH:36]=[C:37]3[CH:43]=[CH:42][NH:41][C:38]3=[N:39][CH:40]=2)O1, predict the reaction product. (3) Given the reactants Cl[C:2]1[CH:7]=[C:6]([CH3:8])[CH:5]=[CH:4][N:3]=1.O.[NH2:10][NH2:11], predict the reaction product. The product is: [NH:10]([C:2]1[CH:7]=[C:6]([CH3:8])[CH:5]=[CH:4][N:3]=1)[NH2:11]. (4) Given the reactants CON(C)[C:4]([C@@H:6]1[CH2:8][C@H:7]1[C:9]1[CH:14]=[CH:13][CH:12]=[CH:11][N:10]=1)=[O:5].CC(C)([O-:19])C.O, predict the reaction product. The product is: [N:10]1[CH:11]=[CH:12][CH:13]=[CH:14][C:9]=1[C@@H:7]1[CH2:8][C@H:6]1[C:4]([OH:19])=[O:5].